From a dataset of CYP1A2 inhibition data for predicting drug metabolism from PubChem BioAssay. Regression/Classification. Given a drug SMILES string, predict its absorption, distribution, metabolism, or excretion properties. Task type varies by dataset: regression for continuous measurements (e.g., permeability, clearance, half-life) or binary classification for categorical outcomes (e.g., BBB penetration, CYP inhibition). Dataset: cyp1a2_veith. (1) The drug is COc1ccc(OC)c(CNC(=O)CCNC(=O)Cn2ccc3ccccc3c2=O)c1. The result is 0 (non-inhibitor). (2) The compound is CCCCc1ccc(C(=O)O)nc1. The result is 0 (non-inhibitor). (3) The molecule is COc1ccc(C(=O)N2CCC3(CC2)CN(c2ccncc2)C3)cc1. The result is 0 (non-inhibitor). (4) The drug is CCNc1ncc2nc(-c3ccccc3)c(=O)n(Cc3cccs3)c2n1. The result is 1 (inhibitor). (5) The molecule is CC(=O)NN1C(=O)c2ccc(Oc3ccc([N+](=O)[O-])cc3)cc2C1=O. The result is 0 (non-inhibitor). (6) The drug is CCN(CC)C(=O)Cn1cnc([N+](=O)[O-])n1. The result is 0 (non-inhibitor). (7) The compound is Cc1cccc(OCCn2c(-c3ccco3)nc3ccccc32)c1. The result is 1 (inhibitor).